This data is from Full USPTO retrosynthesis dataset with 1.9M reactions from patents (1976-2016). The task is: Predict the reactants needed to synthesize the given product. (1) Given the product [ClH:15].[NH2:1][C:2]1[NH:3][C:4]2[CH:10]=[C:9]([C:11]([OH:13])=[O:12])[CH:8]=[CH:7][C:5]=2[N:6]=1, predict the reactants needed to synthesize it. The reactants are: [NH2:1][C:2]1[NH:3][C:4]2[CH:10]=[C:9]([C:11]([O:13]C)=[O:12])[CH:8]=[CH:7][C:5]=2[N:6]=1.[ClH:15]. (2) Given the product [CH3:8][O:9][C:10](=[O:53])[C@@H:11]([C:13]1[CH:18]=[CH:17][CH:16]=[C:15]([Cl:54])[CH:14]=1)[OH:12], predict the reactants needed to synthesize it. The reactants are: FC(F)(F)C(O)=O.[CH3:8][O:9][C:10](=[O:53])[C@@H:11]([C:13]1[CH:14]=[C:15](C2C=CC(C(C3C=CC(CCC(O[Si](C(C)(C)C)(C)C)C(C)(C)C)=C(C)C=3)(CC)CC)=CC=2C)[CH:16]=[CH:17][CH:18]=1)[OH:12].[Cl:54]CCl. (3) Given the product [CH3:38][C:36]1[CH:37]=[C:32]([C:28]2[CH:27]=[C:26]([C:24]3[CH2:23][C:22](=[O:40])[NH:21][C:9]4[CH:10]=[C:11]([C:17]([F:18])([F:20])[F:19])[C:12]([CH2:14][CH2:15][CH3:16])=[CH:13][C:8]=4[N:7]=3)[CH:31]=[CH:30][CH:29]=2)[CH:33]=[C:34]([CH3:39])[N:35]=1, predict the reactants needed to synthesize it. The reactants are: C(OC(=O)[NH:7][C:8]1[CH:13]=[C:12]([CH2:14][CH2:15][CH3:16])[C:11]([C:17]([F:20])([F:19])[F:18])=[CH:10][C:9]=1[NH:21][C:22](=[O:40])[CH2:23][C:24]([C:26]1[CH:31]=[CH:30][CH:29]=[C:28]([C:32]2[CH:37]=[C:36]([CH3:38])[N:35]=[C:34]([CH3:39])[CH:33]=2)[CH:27]=1)=O)(C)(C)C.C(O)(C(F)(F)F)=O. (4) Given the product [CH3:29][N:30]([CH3:35])[CH2:31][C:32]([O:28][CH:26]([C:23]1[CH:22]=[C:21]([C:19](=[O:20])[NH:18][C@@H:16]([CH3:17])[CH2:15][N:12]2[CH:13]=[CH:14][C:10]([C:4]3[CH:5]=[CH:6][C:7]([C:8]#[N:9])=[C:2]([Cl:1])[CH:3]=3)=[N:11]2)[NH:25][N:24]=1)[CH3:27])=[O:33], predict the reactants needed to synthesize it. The reactants are: [Cl:1][C:2]1[CH:3]=[C:4]([C:10]2[CH:14]=[CH:13][N:12]([CH2:15][C@@H:16]([NH:18][C:19]([C:21]3[NH:25][N:24]=[C:23]([CH:26]([OH:28])[CH3:27])[CH:22]=3)=[O:20])[CH3:17])[N:11]=2)[CH:5]=[CH:6][C:7]=1[C:8]#[N:9].[CH3:29][N:30]([CH3:35])[CH2:31][C:32](O)=[O:33].CCN(C(C)C)C(C)C.C1C=CC2N(O)N=NC=2C=1.CCN=C=NCCCN(C)C.